The task is: Predict the reactants needed to synthesize the given product.. This data is from Full USPTO retrosynthesis dataset with 1.9M reactions from patents (1976-2016). (1) Given the product [CH3:1][N:2]1[CH2:7][CH2:6][N:5]([C:15]2[CH:22]=[CH:21][CH:20]=[CH:19][C:16]=2[CH:17]=[O:18])[CH2:4][CH2:3]1, predict the reactants needed to synthesize it. The reactants are: [CH3:1][N:2]1[CH2:7][CH2:6][NH:5][CH2:4][CH2:3]1.C(=O)([O-])[O-].[K+].[K+].F[C:15]1[CH:22]=[CH:21][CH:20]=[CH:19][C:16]=1[CH:17]=[O:18]. (2) The reactants are: [C:1]([CH2:4][O:5][C:6]1[CH:11]=[CH:10][C:9]([C:12]2[C:13]3[NH:17][C:16]([CH:18]=[C:19]4[N:54]=[C:22]([C:23]([CH:35]([CH2:45][CH2:46][O:47][P:48]([O:52]C)([O:50]C)=[O:49])[CH2:36][CH2:37][O:38][P:39]([O:43]C)([O:41]C)=[O:40])=[C:24]5[NH:34][C:27](=[CH:28][C:29]6[CH:30]=[CH:31][C:32]=2[N:33]=6)[CH:26]=[CH:25]5)[CH:21]=[CH:20]4)=[CH:15][CH:14]=3)=[CH:8][CH:7]=1)([OH:3])=[O:2].[Si](Br)(C)(C)C. Given the product [C:1]([CH2:4][O:5][C:6]1[CH:7]=[CH:8][C:9]([C:12]2[C:13]3[NH:17][C:16]([CH:18]=[C:19]4[N:54]=[C:22]([C:23]([CH:35]([CH2:36][CH2:37][O:38][P:39]([OH:43])([OH:41])=[O:40])[CH2:45][CH2:46][O:47][P:48]([OH:52])([OH:50])=[O:49])=[C:24]5[NH:34][C:27](=[CH:28][C:29]6[CH:30]=[CH:31][C:32]=2[N:33]=6)[CH:26]=[CH:25]5)[CH:21]=[CH:20]4)=[CH:15][CH:14]=3)=[CH:10][CH:11]=1)([OH:3])=[O:2], predict the reactants needed to synthesize it. (3) Given the product [CH:1]([C:4]1[CH:5]=[CH:6][C:7]([O:33][CH3:34])=[C:8]([C:10]2[C:19]([CH2:20][NH2:21])=[CH:18][C:17]3[C:12](=[C:13]([CH3:32])[CH:14]=[CH:15][CH:16]=3)[N:11]=2)[CH:9]=1)([CH3:3])[CH3:2], predict the reactants needed to synthesize it. The reactants are: [CH:1]([C:4]1[CH:5]=[CH:6][C:7]([O:33][CH3:34])=[C:8]([C:10]2[C:19]([CH2:20][N:21]3C(=O)C4C(=CC=CC=4)C3=O)=[CH:18][C:17]3[C:12](=[C:13]([CH3:32])[CH:14]=[CH:15][CH:16]=3)[N:11]=2)[CH:9]=1)([CH3:3])[CH3:2].NN. (4) Given the product [S:32]1[CH:33]=[C:29]([C:27]([NH:26][C:22]2[C:23]([Cl:25])=[CH:24][C:19]([CH2:18][C:17]([N:13]3[CH2:14][CH2:15][CH2:16][C@H:12]3[C:9]3[N:10]=[N:11][N:7]([CH2:6][CH2:5][C:4]([OH:40])=[O:3])[N:8]=3)=[O:39])=[C:20]([F:38])[CH:21]=2)=[O:28])[C:30]2[CH:37]=[CH:36][CH:35]=[CH:34][C:31]1=2, predict the reactants needed to synthesize it. The reactants are: C([O:3][C:4](=[O:40])[CH2:5][CH2:6][N:7]1[N:11]=[N:10][C:9]([C@@H:12]2[CH2:16][CH2:15][CH2:14][N:13]2[C:17](=[O:39])[CH2:18][C:19]2[CH:24]=[C:23]([Cl:25])[C:22]([NH:26][C:27]([C:29]3[C:30]4[CH:37]=[CH:36][CH:35]=[CH:34][C:31]=4[S:32][CH:33]=3)=[O:28])=[CH:21][C:20]=2[F:38])=[N:8]1)C.[OH-].[Na+].Cl. (5) The reactants are: [NH:1]1[C:9]2[C:4](=[CH:5][C:6]([C:10]3[C:14]4[C:15]([NH2:19])=[N:16][CH:17]=[CH:18][C:13]=4[S:12][CH:11]=3)=[CH:7][CH:8]=2)[CH2:3][CH2:2]1.CN(C(ON1N=NC2C=CC=NC1=2)=[N+](C)C)C.F[P-](F)(F)(F)(F)F.[F:44][C:45]1[C:50]([F:51])=[CH:49][CH:48]=[CH:47][C:46]=1[CH2:52][C:53](O)=[O:54].CCN(C(C)C)C(C)C. Given the product [F:44][C:45]1[C:50]([F:51])=[CH:49][CH:48]=[CH:47][C:46]=1[CH2:52][C:53]([N:1]1[C:9]2[C:4](=[CH:5][C:6]([C:10]3[C:14]4[C:15]([NH2:19])=[N:16][CH:17]=[CH:18][C:13]=4[S:12][CH:11]=3)=[CH:7][CH:8]=2)[CH2:3][CH2:2]1)=[O:54], predict the reactants needed to synthesize it. (6) The reactants are: [NH2:1][C:2]1[CH:3]=[C:4]([C:9]#[C:10][C:11]2[CH:12]=[N:13][C:14]([NH:17][CH2:18][CH2:19][N:20]3[CH2:25][CH2:24][O:23][CH2:22][CH2:21]3)=[N:15][CH:16]=2)[C:5]([CH3:8])=[N:6][CH:7]=1.[C:26]([CH:28]([C:30]1[CH:31]=[C:32]([CH:36]=[CH:37][CH:38]=1)[C:33](O)=[O:34])[CH3:29])#[N:27]. Given the product [C:26]([CH:28]([C:30]1[CH:31]=[C:32]([CH:36]=[CH:37][CH:38]=1)[C:33]([NH:1][C:2]1[CH:7]=[N:6][C:5]([CH3:8])=[C:4]([C:9]#[C:10][C:11]2[CH:12]=[N:13][C:14]([NH:17][CH2:18][CH2:19][N:20]3[CH2:25][CH2:24][O:23][CH2:22][CH2:21]3)=[N:15][CH:16]=2)[CH:3]=1)=[O:34])[CH3:29])#[N:27], predict the reactants needed to synthesize it. (7) Given the product [CH3:1][C:2]1[CH:7]=[CH:6][CH:5]=[C:4]([CH3:8])[C:3]=1[C:9]1[N:21]=[C:12]2[CH:13]=[CH:14][C:15]([CH2:17][OH:18])=[CH:16][N:11]2[N:10]=1, predict the reactants needed to synthesize it. The reactants are: [CH3:1][C:2]1[CH:7]=[CH:6][CH:5]=[C:4]([CH3:8])[C:3]=1[C:9]1[N:21]=[C:12]2[CH:13]=[CH:14][C:15]([C:17](OC)=[O:18])=[CH:16][N:11]2[N:10]=1.CC(C[AlH]CC(C)C)C.